Task: Predict which catalyst facilitates the given reaction.. Dataset: Catalyst prediction with 721,799 reactions and 888 catalyst types from USPTO (1) Reactant: C([O:8][C:9]1[CH:14]=[CH:13][N:12]([C:15]2[CH:16]=[CH:17][C:18]3[N:22]=[C:21]([CH3:23])[N:20]([CH3:24])[C:19]=3[CH:25]=2)[C:11](=[O:26])[CH:10]=1)C1C=CC=CC=1. Product: [CH3:24][N:20]1[C:19]2[CH:25]=[C:15]([N:12]3[CH:13]=[CH:14][C:9]([OH:8])=[CH:10][C:11]3=[O:26])[CH:16]=[CH:17][C:18]=2[N:22]=[C:21]1[CH3:23]. The catalyst class is: 43. (2) Reactant: Cl[C:2]1[C:11]2[N:12]=[CH:13][N:14]([CH2:15][C:16]([CH3:19])([CH3:18])[OH:17])[C:10]=2[C:9]2[CH:8]=[CH:7][CH:6]=[CH:5][C:4]=2[N:3]=1.[NH2:20][NH2:21].[N:22]([O-])=O.[Na+]. Product: [CH3:18][C:16]([CH3:19])([OH:17])[CH2:15][N:14]1[C:10]2[C:9]3[C:8](=[CH:7][CH:6]=[CH:5][CH:4]=3)[N:20]3[N:21]=[N:22][N:3]=[C:2]3[C:11]=2[N:12]=[CH:13]1. The catalyst class is: 211. (3) Reactant: F[B-](F)(F)F.[CH3:6][O:7][C:8]1[CH:9]=[C:10]([CH:16]([NH:20][C:21]2[CH:26]=[CH:25][C:24]([C:27]3[N:31]=[C:30]([CH3:32])[O:29][N:28]=3)=[CH:23][CH:22]=2)[C:17]([NH2:19])=[S:18])[CH:11]=[CH:12][C:13]=1[O:14][CH3:15].[C:33](OCC)(=O)C.C(=O)([O-])O.[Na+]. Product: [CH3:33][S:18][C:17](=[NH:19])[CH:16]([C:10]1[CH:11]=[CH:12][C:13]([O:14][CH3:15])=[C:8]([O:7][CH3:6])[CH:9]=1)[NH:20][C:21]1[CH:26]=[CH:25][C:24]([C:27]2[N:31]=[C:30]([CH3:32])[O:29][N:28]=2)=[CH:23][CH:22]=1. The catalyst class is: 4. (4) Reactant: [F:1][C:2]1[CH:7]=[CH:6][C:5](/[CH:8]=[CH:9]/[C:10]([O:12][C:13]([CH3:16])([CH3:15])[CH3:14])=[O:11])=[CH:4][C:3]=1[N+:17]([O-])=O. Product: [NH2:17][C:3]1[CH:4]=[C:5]([CH2:8][CH2:9][C:10]([O:12][C:13]([CH3:16])([CH3:15])[CH3:14])=[O:11])[CH:6]=[CH:7][C:2]=1[F:1]. The catalyst class is: 791.